This data is from Full USPTO retrosynthesis dataset with 1.9M reactions from patents (1976-2016). The task is: Predict the reactants needed to synthesize the given product. (1) Given the product [C:1]([CH:5]1[N:14]2[C:9](=[CH:10][C:11](=[O:20])[C:12]([C:15]([OH:17])=[O:16])=[CH:13]2)[C:8]2[CH:21]=[C:22]([O:33][CH3:34])[C:23]([O:25][CH2:26][CH2:27][CH2:28][CH2:29][CH2:30][CH2:31][OH:32])=[CH:24][C:7]=2[CH2:6]1)([CH3:4])([CH3:2])[CH3:3], predict the reactants needed to synthesize it. The reactants are: [C:1]([CH:5]1[N:14]2[C:9](=[CH:10][C:11](=[O:20])[C:12]([C:15]([O:17]CC)=[O:16])=[CH:13]2)[C:8]2[CH:21]=[C:22]([O:33][CH3:34])[C:23]([O:25][CH2:26][CH2:27][CH2:28][CH2:29][CH2:30][CH2:31][OH:32])=[CH:24][C:7]=2[CH2:6]1)([CH3:4])([CH3:3])[CH3:2].CO.O[Li].O. (2) Given the product [Br:8][C:5]1[CH:4]=[C:3]2[C:2](=[CH:7][CH:6]=1)[N:1]=[C:26]([CH3:27])[C:25]([C:24]([CH:21]1[CH2:23][CH2:22]1)=[O:29])=[C:9]2[C:11]1[CH:16]=[CH:15][C:14]([S:17]([CH3:20])(=[O:19])=[O:18])=[CH:13][CH:12]=1, predict the reactants needed to synthesize it. The reactants are: [NH2:1][C:2]1[CH:7]=[CH:6][C:5]([Br:8])=[CH:4][C:3]=1[C:9]([C:11]1[CH:16]=[CH:15][C:14]([S:17]([CH3:20])(=[O:19])=[O:18])=[CH:13][CH:12]=1)=O.[CH:21]1([C:24](=[O:29])[CH2:25][C:26](=O)[CH3:27])[CH2:23][CH2:22]1.C(O)(C)C. (3) The reactants are: [Cl:1][C:2]1[CH:3]=[CH:4][C:5]2[N:11]3[CH:12]=[CH:13][N:14]=[C:10]3[C@@H:9]([CH2:15][CH:16]3[O:20][CH2:19][CH2:18][O:17]3)[O:8][C@H:7]([C:21]3[CH:26]=[CH:25][CH:24]=[C:23]([O:27][CH3:28])[C:22]=3[O:29][CH3:30])[C:6]=2[CH:31]=1.[Cl:32]N1C(=O)CCC1=O. Given the product [Cl:32][C:13]1[N:14]=[C:10]2[C@@H:9]([CH2:15][CH:16]3[O:20][CH2:19][CH2:18][O:17]3)[O:8][C@H:7]([C:21]3[CH:26]=[CH:25][CH:24]=[C:23]([O:27][CH3:28])[C:22]=3[O:29][CH3:30])[C:6]3[CH:31]=[C:2]([Cl:1])[CH:3]=[CH:4][C:5]=3[N:11]2[CH:12]=1, predict the reactants needed to synthesize it. (4) Given the product [NH2:36][C:16]1[C:15]([C:37]#[N:38])=[C:14]([CH:11]2[CH2:12][CH2:13][N:8]([CH2:7][CH2:6][CH2:5][OH:4])[CH2:9][CH2:10]2)[C:19]([C:20]#[N:21])=[C:18]([S:22][CH2:23][C:24]2[N:25]=[C:26]([C:29]3[CH:34]=[CH:33][C:32]([Cl:35])=[CH:31][CH:30]=3)[S:27][CH:28]=2)[N:17]=1, predict the reactants needed to synthesize it. The reactants are: C([O:4][CH2:5][CH2:6][CH2:7][N:8]1[CH2:13][CH2:12][CH:11]([C:14]2[C:19]([C:20]#[N:21])=[C:18]([S:22][CH2:23][C:24]3[N:25]=[C:26]([C:29]4[CH:34]=[CH:33][C:32]([Cl:35])=[CH:31][CH:30]=4)[S:27][CH:28]=3)[N:17]=[C:16]([NH2:36])[C:15]=2[C:37]#[N:38])[CH2:10][CH2:9]1)(=O)C.[OH-].[Li+]. (5) The reactants are: [N:1]([C@H:4]1[CH2:9][C@H:8]2[C@H:10]3[C@H:19]([CH2:20][CH2:21][C@:6]2([CH3:7])[C@@H:5]1[OH:24])[C:18]1[CH:17]=[CH:16][C:15]([O:22][CH3:23])=[CH:14][C:13]=1[CH2:12][CH2:11]3)=[N+]=[N-].O.NN. Given the product [NH2:1][C@H:4]1[CH2:9][C@H:8]2[C@H:10]3[C@H:19]([CH2:20][CH2:21][C@:6]2([CH3:7])[C@@H:5]1[OH:24])[C:18]1[CH:17]=[CH:16][C:15]([O:22][CH3:23])=[CH:14][C:13]=1[CH2:12][CH2:11]3, predict the reactants needed to synthesize it. (6) Given the product [Cl:34][C:28]1[CH:29]=[CH:30][CH:31]=[C:32]([Cl:33])[C:27]=1[CH2:26][C:25]([N:11]1[C@@H:10]([CH2:9][OH:8])[CH2:19][C:18]2[C:13](=[CH:14][CH:15]=[CH:16][C:17]=2[C:20]([OH:23])([CH3:21])[CH3:22])[C@@H:12]1[CH3:24])=[O:35], predict the reactants needed to synthesize it. The reactants are: [Si]([O:8][CH2:9][C@H:10]1[CH2:19][C:18]2[C:13](=[CH:14][CH:15]=[CH:16][C:17]=2[C:20]([OH:23])([CH3:22])[CH3:21])[C@H:12]([CH3:24])[N:11]1[C:25](=[O:35])[CH2:26][C:27]1[C:32]([Cl:33])=[CH:31][CH:30]=[CH:29][C:28]=1[Cl:34])(C(C)(C)C)(C)C.[F-].C([N+](CCCC)(CCCC)CCCC)CCC.[Cl-].[NH4+]. (7) Given the product [CH2:19]([O:26][CH:27]1[CH2:28][N:29]([C:15](=[O:17])/[CH:14]=[CH:13]/[C:8]2[CH:7]=[C:6]3[C:11](=[N:10][CH:9]=2)[NH:12][C:3](=[O:2])[CH2:4][CH2:5]3)[CH2:30]1)[C:20]1[CH:21]=[CH:22][CH:23]=[CH:24][CH:25]=1, predict the reactants needed to synthesize it. The reactants are: Cl.[O:2]=[C:3]1[NH:12][C:11]2[N:10]=[CH:9][C:8](/[CH:13]=[CH:14]/[C:15]([OH:17])=O)=[CH:7][C:6]=2[CH2:5][CH2:4]1.Cl.[CH2:19]([O:26][CH:27]1[CH2:30][NH:29][CH2:28]1)[C:20]1[CH:25]=[CH:24][CH:23]=[CH:22][CH:21]=1.CCN(C(C)C)C(C)C.CCN=C=NCCCN(C)C. (8) Given the product [Br:1][C:2]1[CH:3]=[C:4]2[C:9](=[CH:10][CH:11]=1)[N:8]1[C:13]([CH3:14])=[N:16][N:17]=[C:7]1[CH2:6][CH2:5]2, predict the reactants needed to synthesize it. The reactants are: [Br:1][C:2]1[CH:3]=[C:4]2[C:9](=[CH:10][CH:11]=1)[NH:8][C:7](=S)[CH2:6][CH2:5]2.[C:13]([NH:16][NH2:17])(=O)[CH3:14].